The task is: Predict the product of the given reaction.. This data is from Forward reaction prediction with 1.9M reactions from USPTO patents (1976-2016). (1) Given the reactants [Cl:1][C:2]1[C:7]([C:8]([O:10][CH2:11][CH3:12])=[O:9])=[CH:6][CH:5]=[C:4](Cl)[N:3]=1.[C:14]([CH:16]1[CH2:18][CH2:17]1)#[CH:15], predict the reaction product. The product is: [Cl:1][C:2]1[C:7]([C:8]([O:10][CH2:11][CH3:12])=[O:9])=[CH:6][CH:5]=[C:4]([C:15]#[C:14][CH:16]2[CH2:18][CH2:17]2)[N:3]=1. (2) The product is: [CH2:15]([O:14][C:8](=[O:13])[CH:9]([C:18]1[CH:23]=[C:22]([O:24][CH:25]2[CH2:34][CH2:33][C:28]3([O:32][CH2:31][CH2:30][O:29]3)[CH2:27][CH2:26]2)[N:21]=[C:20]([C:35]([F:38])([F:37])[F:36])[N:19]=1)[C:10]([O:12][CH2:2][CH3:3])=[O:11])[CH3:16]. Given the reactants O1CC[CH2:3][CH2:2]1.[H-].[Na+].[C:8]([O:14][CH2:15][CH3:16])(=[O:13])[CH2:9][C:10]([O-:12])=[O:11].Cl[C:18]1[CH:23]=[C:22]([O:24][CH:25]2[CH2:34][CH2:33][C:28]3([O:32][CH2:31][CH2:30][O:29]3)[CH2:27][CH2:26]2)[N:21]=[C:20]([C:35]([F:38])([F:37])[F:36])[N:19]=1, predict the reaction product. (3) Given the reactants [OH:1][CH2:2][C:3]([C:6]1[O:10][N:9]=[C:8]([NH:11][C:12]([NH:14][C:15]2[CH:20]=[CH:19][C:18]([C:21]3[N:22]=[C:23]4[N:27]([CH:28]=3)[C:26]3[CH:29]=[CH:30][C:31]([O:33][CH2:34][CH2:35][N:36]5[CH2:41][CH2:40][O:39][CH2:38][CH2:37]5)=[CH:32][C:25]=3[S:24]4)=[CH:17][CH:16]=2)=[O:13])[CH:7]=1)([CH3:5])[CH3:4].[NH4+].F[C@H:44]1[O:52][C@H:51]([C:53]([O-:55])=[O:54])[C@@H:49]([OH:50])[C@H:47]([OH:48])[C@H:45]1[OH:46], predict the reaction product. The product is: [OH:50][CH:49]1[CH:47]([OH:48])[CH:45]([OH:46])[CH:44]([O:1][CH2:2][C:3]([CH3:4])([C:6]2[O:10][N:9]=[C:8]([NH:11][C:12]([NH:14][C:15]3[CH:20]=[CH:19][C:18]([C:21]4[N:22]=[C:23]5[N:27]([CH:28]=4)[C:26]4[CH:29]=[CH:30][C:31]([O:33][CH2:34][CH2:35][N:36]6[CH2:41][CH2:40][O:39][CH2:38][CH2:37]6)=[CH:32][C:25]=4[S:24]5)=[CH:17][CH:16]=3)=[O:13])[CH:7]=2)[CH3:5])[O:52][CH:51]1[C:53]([OH:55])=[O:54]. (4) Given the reactants [NH2:1][C:2]1[CH:10]=[C:9]([F:11])[CH:8]=[CH:7][C:3]=1[C:4](O)=[O:5].C1COCC1.B.C1COCC1, predict the reaction product. The product is: [NH2:1][C:2]1[CH:10]=[C:9]([F:11])[CH:8]=[CH:7][C:3]=1[CH2:4][OH:5]. (5) Given the reactants [CH3:1][C:2]1[CH:7]=[CH:6][C:5]([S:8]([N:11]2[C:15]3[N:16]=[CH:17][N:18]=[C:19]([C:20]4[CH:21]=[N:22][CH:23]=[CH:24][CH:25]=4)[C:14]=3[CH:13]=[CH:12]2)(=[O:10])=[O:9])=[CH:4][CH:3]=1.C([Li])CCC.[I:31]I, predict the reaction product. The product is: [I:31][C:12]1[N:11]([S:8]([C:5]2[CH:4]=[CH:3][C:2]([CH3:1])=[CH:7][CH:6]=2)(=[O:9])=[O:10])[C:15]2[N:16]=[CH:17][N:18]=[C:19]([C:20]3[CH:21]=[N:22][CH:23]=[CH:24][CH:25]=3)[C:14]=2[CH:13]=1. (6) Given the reactants [H-].[Na+].[CH2:3]([O:5][C:6]([C:8]1[CH:12]=[C:11]([C:13]2[CH:18]=[CH:17][C:16]([C:19]([F:22])([F:21])[F:20])=[CH:15][CH:14]=2)[NH:10][N:9]=1)=[O:7])[CH3:4].[F:23][C:24]([F:35])([F:34])[CH2:25]OS(C(F)(F)F)(=O)=O.ClCCl, predict the reaction product. The product is: [CH2:3]([O:5][C:6]([C:8]1[N:9]([CH2:25][C:24]([F:35])([F:34])[F:23])[N:10]=[C:11]([C:13]2[CH:18]=[CH:17][C:16]([C:19]([F:21])([F:22])[F:20])=[CH:15][CH:14]=2)[CH:12]=1)=[O:7])[CH3:4]. (7) The product is: [Cl:36][C:37]1[N:55]=[C:40]2[C:41]([NH:45][CH2:46][C:47]3[CH:52]=[CH:51][C:50]([O:53][CH3:54])=[CH:49][CH:48]=3)=[CH:42][CH:43]=[CH:44][N:39]2[N:38]=1.[CH3:54][O:53][C:50]1[CH:49]=[CH:48][C:47]([CH2:46][NH:45][C:41]2[C:40]3[N:39]([N:38]=[C:37]([NH:35][C:32]4[CH:33]=[CH:34][C:29]([N:26]5[CH2:25][CH2:24][N:23]([CH3:22])[CH2:28][CH2:27]5)=[CH:30][CH:31]=4)[N:55]=3)[CH:44]=[CH:43][CH:42]=2)=[CH:52][CH:51]=1. Given the reactants BrC1C2N(N=C(Cl)N=2)C=CC=1.COC1C=CC(CN)=CC=1.[CH3:22][N:23]1[CH2:28][CH2:27][N:26]([C:29]2[CH:34]=[CH:33][C:32]([NH2:35])=[CH:31][CH:30]=2)[CH2:25][CH2:24]1.[Cl:36][C:37]1[N:55]=[C:40]2[C:41]([NH:45][CH2:46][C:47]3[CH:52]=[CH:51][C:50]([O:53][CH3:54])=[CH:49][CH:48]=3)=[CH:42][CH:43]=[CH:44][N:39]2[N:38]=1, predict the reaction product. (8) Given the reactants CC([O-])(C)C.[K+].Cl[C:8]1[C:9]2[CH2:22][CH2:21][CH2:20][C:10]=2[N:11]=[C:12]([C:14]2[S:15][C:16]([Cl:19])=[CH:17][CH:18]=2)[N:13]=1.[CH2:23]([O:25][C:26](=[O:37])[CH2:27][C:28]1[CH:29]=[C:30]2[C:34](=[CH:35][CH:36]=1)[NH:33][N:32]=[CH:31]2)[CH3:24].CC(C1C=C(C(C)C)C(C2C(P(C(C)(C)C)C(C)(C)C)=CC=CC=2)=C(C(C)C)C=1)C, predict the reaction product. The product is: [CH2:23]([O:25][C:26](=[O:37])[CH2:27][C:28]1[CH:29]=[C:30]2[C:34](=[CH:35][CH:36]=1)[N:33]([C:8]1[C:9]3[CH2:22][CH2:21][CH2:20][C:10]=3[N:11]=[C:12]([C:14]3[S:15][C:16]([Cl:19])=[CH:17][CH:18]=3)[N:13]=1)[N:32]=[CH:31]2)[CH3:24].